From a dataset of Full USPTO retrosynthesis dataset with 1.9M reactions from patents (1976-2016). Predict the reactants needed to synthesize the given product. (1) The reactants are: [Cl:1][C:2]1[C:3]([O:30][CH3:31])=[CH:4][C:5]([O:28][CH3:29])=[C:6]([NH:8][C:9]([CH2:11][N:12]2[C:21]3[C:16](=[CH:17][CH:18]=[CH:19][CH:20]=3)[C:15](=[O:22])[N:14]([CH2:23][C:24]([OH:26])=O)[C:13]2=[O:27])=[O:10])[CH:7]=1.CN(C(ON1N=NC2C=CC=NC1=2)=[N+](C)C)C.F[P-](F)(F)(F)(F)F.[C:56]([O:60][C:61](=[O:68])[NH:62][C@@H:63]1[CH2:67][CH2:66][NH:65][CH2:64]1)([CH3:59])([CH3:58])[CH3:57].CCN(C(C)C)C(C)C. Given the product [C:56]([O:60][C:61](=[O:68])[NH:62][C@@H:63]1[CH2:67][CH2:66][N:65]([C:24](=[O:26])[CH2:23][N:14]2[C:15](=[O:22])[C:16]3[C:21](=[CH:20][CH:19]=[CH:18][CH:17]=3)[N:12]([CH2:11][C:9](=[O:10])[NH:8][C:6]3[CH:7]=[C:2]([Cl:1])[C:3]([O:30][CH3:31])=[CH:4][C:5]=3[O:28][CH3:29])[C:13]2=[O:27])[CH2:64]1)([CH3:59])([CH3:57])[CH3:58], predict the reactants needed to synthesize it. (2) The reactants are: [Cl:1][C:2]1[CH:7]=[CH:6][C:5]([C:8]2[CH:13]=[CH:12][CH:11]=[CH:10][C:9]=2[C:14](=O)[CH3:15])=[CH:4][CH:3]=1.[N:17]1([C:23]([O:25][C:26]([CH3:29])([CH3:28])[CH3:27])=[O:24])[CH2:22][CH2:21][NH:20][CH2:19][CH2:18]1.[BH3-]C#N.[Na+].[OH-].[Na+]. Given the product [Cl:1][C:2]1[CH:7]=[CH:6][C:5]([C:8]2[CH:13]=[CH:12][CH:11]=[CH:10][C:9]=2[CH:14]([N:20]2[CH2:19][CH2:18][N:17]([C:23]([O:25][C:26]([CH3:29])([CH3:28])[CH3:27])=[O:24])[CH2:22][CH2:21]2)[CH3:15])=[CH:4][CH:3]=1, predict the reactants needed to synthesize it. (3) The reactants are: [NH2:1][C:2]1[N:3]([CH3:8])[N:4]=[CH:5][C:6]=1[Br:7].CC(C)([O-])C.[Na+].C1C=CC(P([C:28]2[C:37]([C:38]3[C:47](P(C4C=CC=CC=4)C4C=CC=CC=4)=[CH:46][CH:45]=[C:44]4[C:39]=3C=CC=C4)=[C:36]3[C:31](C=CC=C3)=[CH:30][CH:29]=2)C2C=CC=CC=2)=CC=1.C1(C)C=CC=CC=1. Given the product [C:37]1([C:38]2[CH:39]=[CH:44][CH:45]=[CH:46][CH:47]=2)[CH:28]=[CH:29][CH:30]=[CH:31][C:36]=1[NH:1][C:2]1[N:3]([CH3:8])[N:4]=[CH:5][C:6]=1[Br:7], predict the reactants needed to synthesize it. (4) The reactants are: Br[C:2]1[CH:3]=[CH:4][C:5]([NH:8][C:9]([C:22]2C=CC=CC=2)(C2C=CC=CC=2)C2C=CC=CC=2)=[N:6][CH:7]=1.[C:28]([O:32][C:33]([NH:35][C:36]1[CH:41]=[CH:40][C:39](B(O)O)=[CH:38][C:37]=1[F:45])=[O:34])([CH3:31])([CH3:30])[CH3:29].CC1(C)C(C)(C)OB([C:54]2[CH:55]=[CH:56][C:57](N)=[N:58][CH:59]=2)O1. Given the product [F:45][C:37]1[CH:38]=[C:39]([C:2]2[CH:7]=[N:6][C:5]([NH:8][CH2:9][CH2:22][N:58]3[CH2:59][CH2:54][CH2:55][CH2:56][CH2:57]3)=[CH:4][CH:3]=2)[CH:40]=[CH:41][C:36]=1[NH:35][C:33](=[O:34])[O:32][C:28]([CH3:31])([CH3:30])[CH3:29], predict the reactants needed to synthesize it. (5) Given the product [NH:1]1[C:7]2[CH:8]=[CH:9][CH:10]=[CH:11][C:6]=2[CH:5]=[CH:4][CH:3]=[N:2]1, predict the reactants needed to synthesize it. The reactants are: [N:1]1[NH:2][C:3](=O)[C:4](=O)[CH:5]=[C:6]2[CH:11]=[CH:10][CH:9]=[CH:8][C:7]=12.P(Cl)(Cl)(Cl)=O.N1C(=O)N=C2C=CC=CC=12. (6) Given the product [Br:1][CH:10]([C:11]1[CH:16]=[CH:15][N:14]=[CH:13][CH:12]=1)[C:9]([C:7]1[S:8][C:4]([Cl:3])=[CH:5][CH:6]=1)=[O:17], predict the reactants needed to synthesize it. The reactants are: [Br:1]Br.[Cl:3][C:4]1[S:8][C:7]([C:9](=[O:17])[CH2:10][C:11]2[CH:16]=[CH:15][N:14]=[CH:13][CH:12]=2)=[CH:6][CH:5]=1. (7) Given the product [CH3:8][C:7]([CH3:9])=[CH:10]/[CH:11]=[C:3](\[C:2]([CH3:6])=[CH2:1])/[CH:4]=[O:5].[CH3:1]/[C:2](/[CH:6]=[CH:29]/[CH:28]=[C:25]([CH3:27])[CH3:26])=[CH:3]\[CH:4]=[O:5].[CH3:26][C:25]1[CH2:28][C:29]([CH3:32])([CH3:31])[C:30]([CH:13]=[O:16])=[CH:34][CH:27]=1, predict the reactants needed to synthesize it. The reactants are: [CH3:1][C:2]([CH3:6])=[CH:3][CH:4]=[O:5].[C:7](O)([CH2:10][CH3:11])([CH3:9])[CH3:8].[C:13](O)(=[O:16])CC.S([O-])([O-])(=O)=O.[Na+].[Na+].[C:25](N)([CH2:28][C:29]([CH3:32])([CH3:31])[CH3:30])([CH3:27])[CH3:26].[C:34](=O)([O-])[O-].[K+].[K+]. (8) Given the product [C:35]([NH:2][C@@H:3]1[CH2:8][CH2:7][C@H:6]([NH:9][C:10]([C:12]2[C:16]3=[N:17][CH:18]=[CH:19][C:20]([C:21]4[CH:26]=[C:25]([O:27][CH3:28])[CH:24]=[CH:23][C:22]=4[O:29][CH2:30][CH:31]4[CH2:32][CH2:33]4)=[C:15]3[NH:14][C:13]=2[CH3:34])=[O:11])[CH2:5][CH2:4]1)(=[O:37])[CH3:36], predict the reactants needed to synthesize it. The reactants are: Cl.[NH2:2][C@@H:3]1[CH2:8][CH2:7][C@H:6]([NH:9][C:10]([C:12]2[C:16]3=[N:17][CH:18]=[CH:19][C:20]([C:21]4[CH:26]=[C:25]([O:27][CH3:28])[CH:24]=[CH:23][C:22]=4[O:29][CH2:30][CH:31]4[CH2:33][CH2:32]4)=[C:15]3[NH:14][C:13]=2[CH3:34])=[O:11])[CH2:5][CH2:4]1.[C:35](Cl)(=[O:37])[CH3:36].